Dataset: Peptide-MHC class II binding affinity with 134,281 pairs from IEDB. Task: Regression. Given a peptide amino acid sequence and an MHC pseudo amino acid sequence, predict their binding affinity value. This is MHC class II binding data. (1) The peptide sequence is LEWRFDSRLAF. The MHC is DRB1_0101 with pseudo-sequence DRB1_0101. The binding affinity (normalized) is 0.0206. (2) The peptide sequence is SLPLFTGQASFDLAA. The binding affinity (normalized) is 0.302. The MHC is DRB3_0101 with pseudo-sequence DRB3_0101. (3) The peptide sequence is KGYMFESKSMKLRTQI. The MHC is DRB1_1302 with pseudo-sequence DRB1_1302. The binding affinity (normalized) is 0.797. (4) The peptide sequence is SQDLELSWNLNGLQRY. The MHC is HLA-DQA10101-DQB10501 with pseudo-sequence HLA-DQA10101-DQB10501. The binding affinity (normalized) is 0.799. (5) The peptide sequence is TVSLPVGADEDDIKA. The MHC is HLA-DQA10101-DQB10501 with pseudo-sequence HLA-DQA10101-DQB10501. The binding affinity (normalized) is 0.0398.